This data is from Reaction yield outcomes from USPTO patents with 853,638 reactions. The task is: Predict the reaction yield, written as a fraction of the theoretical maximum amount of product (1.0 means a 100% yield; for example, 0.34 means a 34% yield). The reactants are Cl.[Cl:2][CH2:3][CH2:4][CH2:5][C:6]([C:8]1[CH:13]=[CH:12][C:11]([C:14]([CH3:19])([CH3:18])[C:15]([OH:17])=[O:16])=[CH:10][CH:9]=1)=[O:7].[CH2:20](O)[CH3:21]. No catalyst specified. The product is [Cl:2][CH2:3][CH2:4][CH2:5][C:6]([C:8]1[CH:13]=[CH:12][C:11]([C:14]([CH3:19])([CH3:18])[C:15]([O:17][CH2:20][CH3:21])=[O:16])=[CH:10][CH:9]=1)=[O:7]. The yield is 0.970.